This data is from Forward reaction prediction with 1.9M reactions from USPTO patents (1976-2016). The task is: Predict the product of the given reaction. Given the reactants Br[C:2]1[C:3]([F:19])=[CH:4][C:5]2[O:11][CH2:10][CH2:9][N:8]3[CH:12]=[C:13]([C:15]([NH2:17])=[O:16])[N:14]=[C:7]3[C:6]=2[CH:18]=1.[CH3:20][C:21]([OH:25])([C:23]#[CH:24])[CH3:22], predict the reaction product. The product is: [F:19][C:3]1[C:2]([C:24]#[C:23][C:21]([OH:25])([CH3:22])[CH3:20])=[CH:18][C:6]2[C:7]3[N:8]([CH:12]=[C:13]([C:15]([NH2:17])=[O:16])[N:14]=3)[CH2:9][CH2:10][O:11][C:5]=2[CH:4]=1.